From a dataset of NCI-60 drug combinations with 297,098 pairs across 59 cell lines. Regression. Given two drug SMILES strings and cell line genomic features, predict the synergy score measuring deviation from expected non-interaction effect. Drug 1: C1C(C(OC1N2C=C(C(=O)NC2=O)F)CO)O. Drug 2: C(CC(=O)O)C(=O)CN.Cl. Cell line: T-47D. Synergy scores: CSS=2.14, Synergy_ZIP=0.832, Synergy_Bliss=4.35, Synergy_Loewe=-2.81, Synergy_HSA=-0.293.